From a dataset of Reaction yield outcomes from USPTO patents with 853,638 reactions. Predict the reaction yield, written as a fraction of the theoretical maximum amount of product (1.0 means a 100% yield; for example, 0.34 means a 34% yield). (1) The reactants are Cl.[C:2]1([C:8]2[CH:13]=[C:12]([CH3:14])[CH:11]=[CH:10][N:9]=2)[CH:7]=[CH:6][CH:5]=[CH:4][CH:3]=1.[CH3:15][O:16][C:17]1[CH:24]=[CH:23][C:22]([O:25][CH3:26])=[CH:21][C:18]=1[CH:19]=O.CC([O-])(C)C.[K+]. The catalyst is CN(C=O)C. The product is [C:2]1([C:8]2[CH:13]=[C:12]([CH:14]=[CH:19][C:18]3[CH:21]=[C:22]([O:25][CH3:26])[CH:23]=[CH:24][C:17]=3[O:16][CH3:15])[CH:11]=[CH:10][N:9]=2)[CH:7]=[CH:6][CH:5]=[CH:4][CH:3]=1. The yield is 0.390. (2) The reactants are [Na].[CH3:2][C:3]1[CH:8]=[CH:7][C:6]([C:9]2[C:10]([CH:15]=O)=[CH:11][CH:12]=[CH:13][CH:14]=2)=[CH:5][CH:4]=1.[Br:17][C:18]1[N:19]=[CH:20][C:21]([NH2:24])=[N:22][CH:23]=1. The catalyst is ClCCCl.CC(O)=O. The product is [Br:17][C:18]1[N:19]=[CH:20][C:21]([NH:24][CH2:15][C:10]2[CH:11]=[CH:12][CH:13]=[CH:14][C:9]=2[C:6]2[CH:7]=[CH:8][C:3]([CH3:2])=[CH:4][CH:5]=2)=[N:22][CH:23]=1. The yield is 0.550.